This data is from Forward reaction prediction with 1.9M reactions from USPTO patents (1976-2016). The task is: Predict the product of the given reaction. (1) Given the reactants Br[C:2]1[CH:3]=[C:4]([C:8]2[N:9]=[C:10]([CH:20]([CH3:22])[CH3:21])[NH:11][C:12]=2[C:13]2[CH:18]=[CH:17][CH:16]=[C:15]([CH3:19])[N:14]=2)[CH:5]=[CH:6][CH:7]=1.[S:23]1[CH:27]=[CH:26][C:25](B(O)O)=[CH:24]1, predict the reaction product. The product is: [CH:20]([C:10]1[NH:11][C:12]([C:13]2[CH:18]=[CH:17][CH:16]=[C:15]([CH3:19])[N:14]=2)=[C:8]([C:4]2[CH:5]=[CH:6][CH:7]=[C:2]([C:25]3[CH:26]=[CH:27][S:23][CH:24]=3)[CH:3]=2)[N:9]=1)([CH3:22])[CH3:21]. (2) Given the reactants [NH:1]1[C:5]2[CH:6]=[C:7]([C:10]3[O:14][C:13]([SH:15])=[N:12][N:11]=3)[CH:8]=[CH:9][C:4]=2[N:3]=[CH:2]1.[CH3:16][C:17]1[C:24]([CH3:25])=[C:23]([CH3:26])[C:22]([CH3:27])=[C:21]([CH3:28])[C:18]=1[CH2:19]Br, predict the reaction product. The product is: [CH3:19][C:18]1[C:17]([CH3:16])=[C:24]([CH3:25])[C:23]([CH3:26])=[C:22]([CH3:27])[C:21]=1[CH2:28][S:15][C:13]1[O:14][C:10]([C:7]2[CH:8]=[CH:9][C:4]3[NH:3][CH:2]=[N:1][C:5]=3[CH:6]=2)=[N:11][N:12]=1. (3) Given the reactants [CH2:1]([O:8][C:9]1[C:14]2[C:15]([NH2:18])=[N:16][NH:17][C:13]=2[CH:12]=[CH:11][N:10]=1)[C:2]1[CH:7]=[CH:6][CH:5]=[CH:4][CH:3]=1.[F:19][C:20]([F:33])([CH3:32])[C:21]([N:23]1[CH2:28][CH2:27][C:26](=[CH:29][C:30]#[N:31])[CH2:25][CH2:24]1)=[O:22].C1CCN2C(=NCCC2)CC1, predict the reaction product. The product is: [NH2:18][C:15]1[C:14]2[C:9]([O:8][CH2:1][C:2]3[CH:3]=[CH:4][CH:5]=[CH:6][CH:7]=3)=[N:10][CH:11]=[CH:12][C:13]=2[N:17]([C:26]2([CH2:29][C:30]#[N:31])[CH2:25][CH2:24][N:23]([C:21](=[O:22])[C:20]([F:19])([F:33])[CH3:32])[CH2:28][CH2:27]2)[N:16]=1. (4) Given the reactants [C:1]([N:4]1[C:13]2[C:8](=[CH:9][C:10]([Br:14])=[CH:11][CH:12]=2)[C@H:7]([NH:15]C=O)[CH2:6][C@@H:5]1[CH3:18])(=[O:3])[CH3:2].Cl.[OH-].[Na+], predict the reaction product. The product is: [C:1]([N:4]1[C:13]2[C:8](=[CH:9][C:10]([Br:14])=[CH:11][CH:12]=2)[C@H:7]([NH2:15])[CH2:6][C@@H:5]1[CH3:18])(=[O:3])[CH3:2]. (5) Given the reactants [H-].[Na+].[CH3:3][O:4][C:5]1[CH:6]=[C:7]2[C:12](=[CH:13][CH:14]=1)[C:11](=[O:15])[NH:10][CH2:9][CH2:8]2.Br[CH2:17][C:18]([O:20][CH2:21][CH3:22])=[O:19].O, predict the reaction product. The product is: [CH3:3][O:4][C:5]1[CH:6]=[C:7]2[C:12](=[CH:13][CH:14]=1)[C:11](=[O:15])[N:10]([CH2:17][C:18]([O:20][CH2:21][CH3:22])=[O:19])[CH2:9][CH2:8]2. (6) Given the reactants [CH3:1][N:2]1[C:6]([C:7]2[CH:12]=[CH:11][CH:10]=[CH:9][N:8]=2)=[CH:5][C:4](C(O)=O)=[N:3]1.C1(P(N=[N+]=[N-])(C2C=CC=CC=2)=[O:23])C=CC=CC=1.C([N:35]([CH2:38]C)CC)C.[C:40]([OH:44])([CH3:43])([CH3:42])[CH3:41], predict the reaction product. The product is: [C:40]([O:44][C:38](=[O:23])[NH:35][C:4]1[CH:5]=[C:6]([C:7]2[CH:12]=[CH:11][CH:10]=[CH:9][N:8]=2)[N:2]([CH3:1])[N:3]=1)([CH3:43])([CH3:42])[CH3:41]. (7) Given the reactants [C:1]([O:5][CH2:6][CH2:7][CH2:8][CH2:9][CH2:10][CH:11]([CH3:13])[CH3:12])(=[O:4])[CH:2]=[CH2:3].[C:14]([NH2:18])(=[O:17])[CH:15]=[CH2:16].[C:19]([O:22][CH:23]=[CH2:24])(=[O:21])[CH3:20].N(C(C)(CC(C)C)C#N)=NC(C)(CC(C)C)C#N.CC(N=NC(C#N)(C)C)(C#N)C, predict the reaction product. The product is: [C:14]([NH2:18])(=[O:17])[CH:15]=[CH2:16].[C:1]([O:5][CH2:6][CH2:7][CH2:8][CH2:9][CH2:10][CH:11]([CH3:13])[CH3:12])(=[O:4])[CH:2]=[CH2:3].[C:19]([O:22][CH:23]=[CH2:24])(=[O:21])[CH3:20]. (8) Given the reactants CC1(C)C(C)(C)OB([C:9]2[CH:10]=[CH:11][C:12]([C:15]3[CH:16]=[N:17][C:18]([NH2:21])=[N:19][CH:20]=3)=[N:13][CH:14]=2)O1.Br[C:24]1[CH:29]=[CH:28][CH:27]=[CH:26][C:25]=1[S:30]([N:33]1[CH2:38][CH2:37][NH:36][C:35](=[O:39])[CH2:34]1)(=[O:32])=[O:31], predict the reaction product. The product is: [NH2:21][C:18]1[N:19]=[CH:20][C:15]([C:12]2[N:13]=[CH:14][C:9]([C:24]3[CH:29]=[CH:28][CH:27]=[CH:26][C:25]=3[S:30]([N:33]3[CH2:38][CH2:37][NH:36][C:35](=[O:39])[CH2:34]3)(=[O:32])=[O:31])=[CH:10][CH:11]=2)=[CH:16][N:17]=1.